Task: Predict the reaction yield, written as a fraction of the theoretical maximum amount of product (1.0 means a 100% yield; for example, 0.34 means a 34% yield).. Dataset: Buchwald-Hartwig C-N cross coupling reaction yields with 55,370 reactions The reactants are FC(F)(F)c1ccc(Br)cc1.Cc1ccc(N)cc1.O=S(=O)(O[Pd]1c2ccccc2-c2ccccc2N~1)C(F)(F)F.CC(C)c1cc(C(C)C)c(-c2ccccc2P(C2CCCCC2)C2CCCCC2)c(C(C)C)c1.CN(C)C(=NC(C)(C)C)N(C)C.CCOC(=O)c1ccon1. No catalyst specified. The product is Cc1ccc(Nc2ccc(C(F)(F)F)cc2)cc1. The yield is 0.275.